From a dataset of Reaction yield outcomes from USPTO patents with 853,638 reactions. Predict the reaction yield, written as a fraction of the theoretical maximum amount of product (1.0 means a 100% yield; for example, 0.34 means a 34% yield). (1) The reactants are [CH3:1][N:2]1[CH2:7][CH2:6][N:5]([C:8]2[CH:9]=[C:10]([CH:13]=[CH:14][CH:15]=2)[CH:11]=[O:12])[CH2:4][CH2:3]1.[Br:16]N1C(=O)CCC1=O. The catalyst is C(Cl)Cl. The product is [Br:16][C:13]1[CH:14]=[CH:15][C:8]([N:5]2[CH2:6][CH2:7][N:2]([CH3:1])[CH2:3][CH2:4]2)=[CH:9][C:10]=1[CH:11]=[O:12]. The yield is 0.950. (2) The product is [CH:1]([NH:4][C:5]1[C:10]([CH2:11][OH:12])=[CH:9][N:8]=[C:7]([S:16][CH3:17])[N:6]=1)([CH3:3])[CH3:2]. The yield is 0.980. The catalyst is C1COCC1. The reactants are [CH:1]([NH:4][C:5]1[C:10]([C:11](OCC)=[O:12])=[CH:9][N:8]=[C:7]([S:16][CH3:17])[N:6]=1)([CH3:3])[CH3:2].[H-].[H-].[H-].[H-].[Li+].[Al+3]. (3) The reactants are [CH:1]1([C:4]2[N:9]=[CH:8][C:7]([C:10]3[N:15]=[CH:14][N:13]=[C:12]([CH2:16][N:17]4C(=O)C5C(=CC=CC=5)C4=O)[CH:11]=3)=[CH:6][CH:5]=2)[CH2:3][CH2:2]1.O.NN. The catalyst is CO. The product is [CH:1]1([C:4]2[N:9]=[CH:8][C:7]([C:10]3[N:15]=[CH:14][N:13]=[C:12]([CH2:16][NH2:17])[CH:11]=3)=[CH:6][CH:5]=2)[CH2:3][CH2:2]1. The yield is 0.540. (4) The reactants are [F:1][C:2]1[C:7]2[N:8]=[C:9]([C:11]3[CH:12]=[C:13]([CH:17]=[C:18]([C:20]4[C:21]([N:40]([CH3:45])[S:41]([CH3:44])(=[O:43])=[O:42])=[CH:22][C:23]5[O:27][C:26]([C:28]6[CH:33]=[CH:32][C:31]([F:34])=[CH:30][CH:29]=6)=[C:25]([C:35](=[O:38])[NH:36][CH3:37])[C:24]=5[CH:39]=4)[CH:19]=3)[C:14](O)=[O:15])[O:10][C:6]=2[CH:5]=[CH:4][CH:3]=1.CC[N:48]=C=NCCCN(C)C.C1C=CC2N(O)N=NC=2C=1.[NH4+].[Cl-]. The catalyst is CN(C=O)C.CCN(CC)CC. The product is [C:14]([C:13]1[CH:17]=[C:18]([C:20]2[C:21]([N:40]([CH3:45])[S:41]([CH3:44])(=[O:42])=[O:43])=[CH:22][C:23]3[O:27][C:26]([C:28]4[CH:29]=[CH:30][C:31]([F:34])=[CH:32][CH:33]=4)=[C:25]([C:35]([NH:36][CH3:37])=[O:38])[C:24]=3[CH:39]=2)[CH:19]=[C:11]([C:9]2[O:10][C:6]3[CH:5]=[CH:4][CH:3]=[C:2]([F:1])[C:7]=3[N:8]=2)[CH:12]=1)(=[O:15])[NH2:48]. The yield is 0.300. (5) The reactants are [Cl:1][C:2]1[CH:7]=[C:6]([Cl:8])[CH:5]=[CH:4][C:3]=1[C:9]1[N:10]=[C:11](/[CH:16]=[CH:17]/[C:18]2[CH:23]=[CH:22][C:21]([C:24]3[CH:29]=[CH:28][C:27]([OH:30])=[CH:26][CH:25]=3)=[CH:20][CH:19]=2)[N:12]([CH2:14][CH3:15])[CH:13]=1.Br[CH:32]([C:37]1[CH:42]=[CH:41][CH:40]=[CH:39][CH:38]=1)[C:33]([O:35]C)=[O:34]. No catalyst specified. The product is [Cl:1][C:2]1[CH:7]=[C:6]([Cl:8])[CH:5]=[CH:4][C:3]=1[C:9]1[N:10]=[C:11](/[CH:16]=[CH:17]/[C:18]2[CH:23]=[CH:22][C:21]([C:24]3[CH:25]=[CH:26][C:27]([O:30][CH:32]([C:37]4[CH:42]=[CH:41][CH:40]=[CH:39][CH:38]=4)[C:33]([OH:35])=[O:34])=[CH:28][CH:29]=3)=[CH:20][CH:19]=2)[N:12]([CH2:14][CH3:15])[CH:13]=1. The yield is 0.370. (6) The reactants are C[O:2][C:3]1[CH:4]=[C:5]([CH:9]=[CH:10][CH:11]=1)[CH2:6][Mg]Cl.[NH4+].[Cl-].B(F)(F)F.CCO[CH2:21][CH3:22].B(Br)(Br)Br.[C:27]([O-:30])(O)=O.[Na+]. The catalyst is C(OCC)C.[Ni].C(O)C.C(Cl)Cl.C1(C)C=CC=CC=1.C(OCC)(=O)C.CCCCCCC.C(OCC)(=O)C.O. The product is [OH:2][C:3]1[CH:11]=[CH:10][C:9]2[C:10]3[CH:9]=[C:21]4[CH:22]=[C:27]([OH:30])[CH:6]=[CH:5][C:4]4=[CH:3][C:11]=3[CH2:6][C:5]=2[CH:4]=1. The yield is 0.340.